Dataset: Catalyst prediction with 721,799 reactions and 888 catalyst types from USPTO. Task: Predict which catalyst facilitates the given reaction. (1) Reactant: C(OC([N:8]1[CH2:13][CH2:12][C:11]2([C:21]3[C:16](=[CH:17][CH:18]=[C:19]([C:22]4[S:26][C:25]5=[N:27][CH:28]=[C:29]([C:30]6[CH:31]=[C:32]([C:37]([F:40])([F:39])[F:38])[C:33]([NH2:36])=[N:34][CH:35]=6)[N:24]5[N:23]=4)[CH:20]=3)[NH:15][C:14]2=[O:41])[CH2:10][CH2:9]1)=O)(C)(C)C.[ClH:42]. Product: [O:41]=[C:14]1[C:11]2([CH2:10][CH2:9][NH:8][CH2:13][CH2:12]2)[C:21]2[C:16](=[CH:17][CH:18]=[C:19]([C:22]3[S:26][C:25]4=[N:27][CH:28]=[C:29]([C:30]5[CH:31]=[C:32]([C:37]([F:38])([F:40])[F:39])[C:33]([NH2:36])=[N:34][CH:35]=5)[N:24]4[N:23]=3)[CH:20]=2)[NH:15]1.[ClH:42]. The catalyst class is: 5. (2) Reactant: [CH3:1][O:2][C:3]([N:5]1[CH2:9][CH2:8][CH:7]([C:10]2[CH:15]=[CH:14][CH:13]=[C:12]([NH2:16])[CH:11]=2)[CH2:6]1)=[O:4].C(N(CC)CC)C.[CH:24]([C:27]1[CH:32]=[CH:31][C:30]([S:33](Cl)(=[O:35])=[O:34])=[CH:29][CH:28]=1)([CH3:26])[CH3:25].O. Product: [CH3:1][O:2][C:3]([N:5]1[CH2:9][CH2:8][CH:7]([C:10]2[CH:15]=[CH:14][CH:13]=[C:12]([NH:16][S:33]([C:30]3[CH:31]=[CH:32][C:27]([CH:24]([CH3:26])[CH3:25])=[CH:28][CH:29]=3)(=[O:35])=[O:34])[CH:11]=2)[CH2:6]1)=[O:4]. The catalyst class is: 1. (3) Reactant: [CH3:1][C:2]1[CH:8]=[CH:7][C:5]([NH2:6])=[C:4]([N+:9]([O-:11])=[O:10])[CH:3]=1.C([O-])([O-])=O.[K+].[K+].Cl[C:19]([O:21][CH2:22][CH3:23])=[O:20]. Product: [CH2:22]([O:21][C:19](=[O:20])[NH:6][C:5]1[CH:7]=[CH:8][C:2]([CH3:1])=[CH:3][C:4]=1[N+:9]([O-:11])=[O:10])[CH3:23]. The catalyst class is: 7. (4) Reactant: [I-].C[S+](C)C.[Li][CH2:7]CCC.[C:11]([Si:15]([O:18][CH2:19][C@@H:20]1[C@H:24]2[O:25][C:26]([CH3:29])([CH3:28])[O:27][C@H:23]2[C@@H:22]2[O:30][C@H:21]12)([CH3:17])[CH3:16])([CH3:14])([CH3:13])[CH3:12]. Product: [Si:15]([O:18][CH2:19][C@@H:20]1[C@H:24]2[O:25][C:26]([CH3:29])([CH3:28])[O:27][C@H:23]2[C@H:22]([OH:30])[C:21]1=[CH2:7])([C:11]([CH3:14])([CH3:12])[CH3:13])([CH3:17])[CH3:16]. The catalyst class is: 1.